This data is from Reaction yield outcomes from USPTO patents with 853,638 reactions. The task is: Predict the reaction yield, written as a fraction of the theoretical maximum amount of product (1.0 means a 100% yield; for example, 0.34 means a 34% yield). (1) The reactants are [CH2:1]([C@H:3]1[C@@H:7]([C:8]2[N:12]3[C:13]4[CH:19]=[CH:18][N:17]([S:20]([C:23]5[CH:29]=[CH:28][C:26]([CH3:27])=[CH:25][CH:24]=5)(=[O:22])=[O:21])[C:14]=4[N:15]=[CH:16][C:11]3=[N:10][N:9]=2)[CH2:6][C@@H:5]([NH2:30])[CH2:4]1)[CH3:2].CCN(C(C)C)C(C)C.[CH3:40][C:41]([S:44](Cl)=[O:45])([CH3:43])[CH3:42].ClC1C=CC=C(C(OO)=[O:55])C=1. The catalyst is C(Cl)Cl.CCOC(C)=O.C([O-])(O)=O.[Na+]. The product is [CH2:1]([C@H:3]1[C@@H:7]([C:8]2[N:12]3[C:13]4[CH:19]=[CH:18][N:17]([S:20]([C:23]5[CH:24]=[CH:25][C:26]([CH3:27])=[CH:28][CH:29]=5)(=[O:22])=[O:21])[C:14]=4[N:15]=[CH:16][C:11]3=[N:10][N:9]=2)[CH2:6][C@@H:5]([NH:30][S:44]([C:41]([CH3:43])([CH3:42])[CH3:40])(=[O:45])=[O:55])[CH2:4]1)[CH3:2]. The yield is 0.640. (2) The reactants are [CH2:1]([O:8][CH:9]1[C:17]([CH3:19])([CH3:18])[CH2:16][C:15]2[NH:14][N:13]=[C:12]([C:20]([OH:22])=[O:21])[C:11]=2[CH2:10]1)[C:2]1[CH:7]=[CH:6][CH:5]=[CH:4][CH:3]=1.F[C:24]1[CH:29]=[C:28]([I:30])[CH:27]=[CH:26][N:25]=1. No catalyst specified. The product is [CH2:1]([O:8][CH:9]1[C:17]([CH3:19])([CH3:18])[CH2:16][C:15]2[N:14]([C:24]3[CH:29]=[C:28]([I:30])[CH:27]=[CH:26][N:25]=3)[N:13]=[C:12]([C:20]([OH:22])=[O:21])[C:11]=2[CH2:10]1)[C:2]1[CH:7]=[CH:6][CH:5]=[CH:4][CH:3]=1. The yield is 0.830. (3) The yield is 0.710. The product is [Cl:1][C:2]1[C:3]([C:12]2[CH:13]=[CH:14][C:15]([NH:18][C:22]([C:21]3[CH:25]=[CH:26][CH:27]=[CH:28][C:20]=3[Cl:19])=[O:23])=[N:16][CH:17]=2)=[CH:4][C:5]2[O:9][C:8]([CH3:10])=[N:7][C:6]=2[CH:11]=1. The catalyst is CN(C1C=CN=CC=1)C.C(Cl)Cl. The reactants are [Cl:1][C:2]1[C:3]([C:12]2[CH:13]=[CH:14][C:15]([NH2:18])=[N:16][CH:17]=2)=[CH:4][C:5]2[O:9][C:8]([CH3:10])=[N:7][C:6]=2[CH:11]=1.[Cl:19][C:20]1[CH:28]=[CH:27][CH:26]=[CH:25][C:21]=1[C:22](Cl)=[O:23].CCN(C(C)C)C(C)C.C([O-])(O)=O.[Na+].C(Cl)Cl. (4) The reactants are Br[C:2]1[C:6]2[CH:7]=[C:8]([Cl:11])[CH:9]=[CH:10][C:5]=2[S:4][CH:3]=1.[CH:12]1[C:24]2[NH:23][C:22]3[C:17](=[CH:18][CH:19]=[CH:20][CH:21]=3)[C:16]=2[CH:15]=[CH:14][CH:13]=1.[O-]P([O-])([O-])=O.[K+].[K+].[K+]. The catalyst is [Cu]I.O1CCOCC1. The product is [Cl:11][C:8]1[CH:9]=[CH:10][C:5]2[S:4][CH:3]=[C:2]([N:23]3[C:24]4[CH:12]=[CH:13][CH:14]=[CH:15][C:16]=4[C:17]4[C:22]3=[CH:21][CH:20]=[CH:19][CH:18]=4)[C:6]=2[CH:7]=1. The yield is 0.650. (5) The reactants are [NH:1]1[C:5]([C:6]([O:8][CH2:9][CH3:10])=[O:7])=[CH:4][CH:3]=[C:2]1[C:11]([O:13][CH2:14][CH3:15])=[O:12].[Li+].C[Si]([N-:21][Si](C)(C)C)(C)C.C1(P(ON)(C2C=CC=CC=2)=O)C=CC=CC=1. The catalyst is CN(C=O)C.C(OCC)(=O)C. The product is [NH2:21][N:1]1[C:5]([C:6]([O:8][CH2:9][CH3:10])=[O:7])=[CH:4][CH:3]=[C:2]1[C:11]([O:13][CH2:14][CH3:15])=[O:12]. The yield is 0.950. (6) The reactants are Br[CH2:2][C:3]1[C:15]([Cl:16])=[CH:14][C:6]([C:7]([O:9][C:10]([CH3:13])([CH3:12])[CH3:11])=[O:8])=[C:5]([F:17])[CH:4]=1.[CH3:18][C:19]1([CH3:30])[CH2:28][C:27]2[CH:26]=[C:25]([OH:29])[CH:24]=[CH:23][C:22]=2[CH2:21][CH2:20]1.C(=O)([O-])[O-].[K+].[K+]. The catalyst is CC(C)=O. The product is [Cl:16][C:15]1[C:3]([CH2:2][O:29][C:25]2[CH:24]=[CH:23][C:22]3[CH2:21][CH2:20][C:19]([CH3:30])([CH3:18])[CH2:28][C:27]=3[CH:26]=2)=[CH:4][C:5]([F:17])=[C:6]([CH:14]=1)[C:7]([O:9][C:10]([CH3:13])([CH3:12])[CH3:11])=[O:8]. The yield is 0.850.